From a dataset of Peptide-MHC class I binding affinity with 185,985 pairs from IEDB/IMGT. Regression. Given a peptide amino acid sequence and an MHC pseudo amino acid sequence, predict their binding affinity value. This is MHC class I binding data. (1) The peptide sequence is AVFDGCVVY. The MHC is HLA-A01:01 with pseudo-sequence HLA-A01:01. The binding affinity (normalized) is 0.0847. (2) The peptide sequence is RAMDVYCHR. The MHC is HLA-B46:01 with pseudo-sequence HLA-B46:01. The binding affinity (normalized) is 0.0847. (3) The MHC is HLA-A68:01 with pseudo-sequence HLA-A68:01. The binding affinity (normalized) is 0.124. The peptide sequence is ALCEKALKY.